This data is from Full USPTO retrosynthesis dataset with 1.9M reactions from patents (1976-2016). The task is: Predict the reactants needed to synthesize the given product. (1) Given the product [N+:16]([C:13]1[CH:12]=[CH:11][C:10]([N:9]=[C:6]2[N:5]([CH3:21])[C:4]([CH3:19])([CH3:3])[CH2:8][O:7]2)=[CH:15][CH:14]=1)([O-:18])=[O:17], predict the reactants needed to synthesize it. The reactants are: [H-].[Na+].[CH3:3][C:4]1([CH3:19])[CH2:8][O:7][C:6](=[N:9][C:10]2[CH:15]=[CH:14][C:13]([N+:16]([O-:18])=[O:17])=[CH:12][CH:11]=2)[NH:5]1.I[CH3:21]. (2) Given the product [F:8][C:9]1[C:19]2[N:18]([CH3:20])[C:17](=[O:21])[O:16][CH2:15][CH2:14][C:13]=2[CH:12]=[C:11]([N:22]2[CH2:26][C@H:25]([CH2:27][NH:28][C:29](=[O:35])[CH3:2])[O:24][C:23]2=[O:36])[CH:10]=1, predict the reactants needed to synthesize it. The reactants are: F[C:2](F)(F)C(O)=O.[F:8][C:9]1[C:19]2[N:18]([CH3:20])[C:17](=[O:21])[O:16][CH2:15][CH2:14][C:13]=2[CH:12]=[C:11]([N:22]2[CH2:26][C@H:25]([CH2:27][NH:28][C:29](=[O:35])OC(C)(C)C)[O:24][C:23]2=[O:36])[CH:10]=1.C(OC(=O)C)(=O)C.C(N(C(C)C)CC)(C)C.NC[C@@H]1OC(=O)N(C2C=C(F)C3N(C)C(=O)OCCC=3C=2)C1. (3) Given the product [N+:19]([C:22]1[CH:27]=[C:26]([N+:28]([O-:30])=[O:29])[CH:25]=[CH:24][C:23]=1[NH:1][C:2]1[CH:11]=[C:10]2[C:5]([CH:6]=[CH:7][CH:8]=[C:9]2[N:12]2[CH2:17][CH2:16][N:15]([CH3:18])[CH2:14][CH2:13]2)=[CH:4][CH:3]=1)([O-:21])=[O:20], predict the reactants needed to synthesize it. The reactants are: [NH2:1][C:2]1[CH:11]=[C:10]2[C:5]([CH:6]=[CH:7][CH:8]=[C:9]2[N:12]2[CH2:17][CH2:16][N:15]([CH3:18])[CH2:14][CH2:13]2)=[CH:4][CH:3]=1.[N+:19]([C:22]1[CH:27]=[C:26]([N+:28]([O-:30])=[O:29])[CH:25]=[CH:24][C:23]=1Cl)([O-:21])=[O:20]. (4) Given the product [N:9]1([CH2:15][CH2:16][CH2:17][S:18]([NH2:1])(=[O:20])=[O:19])[CH2:14][CH2:13][O:12][CH2:11][CH2:10]1, predict the reactants needed to synthesize it. The reactants are: [NH3:1].C(=O)=O.CC(C)=O.[N:9]1([CH2:15][CH2:16][CH2:17][S:18](Cl)(=[O:20])=[O:19])[CH2:14][CH2:13][O:12][CH2:11][CH2:10]1. (5) Given the product [CH2:1]([C:8]1[CH:9]=[C:10]([OH:22])[C:11](=[O:14])[NH:12][N:13]=1)[C:2]1[CH:7]=[CH:6][CH:5]=[CH:4][CH:3]=1, predict the reactants needed to synthesize it. The reactants are: [CH2:1]([C:8]1[N:13]=[N:12][C:11]([O:14]CC2C=CC=CC=2)=[C:10]([O:22]CC2C=CC=CC=2)[CH:9]=1)[C:2]1[CH:7]=[CH:6][CH:5]=[CH:4][CH:3]=1. (6) Given the product [Br-:26].[C:34]([C:33]1[CH:37]=[CH:38][C:30]([C:28](=[O:29])[CH2:27][N+:13]23[CH2:14][CH2:15][CH:16]([CH2:17][CH2:18]2)[C@@H:11]([O:10][C:8](=[O:9])[C@@H:7]([C:1]2[CH:2]=[CH:3][CH:4]=[CH:5][CH:6]=2)[NH:19][C:20]2[CH:25]=[CH:24][CH:23]=[CH:22][CH:21]=2)[CH2:12]3)=[CH:31][CH:32]=1)([OH:36])=[O:35], predict the reactants needed to synthesize it. The reactants are: [C:1]1([C@@H:7]([NH:19][C:20]2[CH:25]=[CH:24][CH:23]=[CH:22][CH:21]=2)[C:8]([O:10][C@@H:11]2[CH:16]3[CH2:17][CH2:18][N:13]([CH2:14][CH2:15]3)[CH2:12]2)=[O:9])[CH:6]=[CH:5][CH:4]=[CH:3][CH:2]=1.[Br:26][CH2:27][C:28]([C:30]1[CH:38]=[CH:37][C:33]([C:34]([OH:36])=[O:35])=[CH:32][CH:31]=1)=[O:29].